From a dataset of Full USPTO retrosynthesis dataset with 1.9M reactions from patents (1976-2016). Predict the reactants needed to synthesize the given product. (1) The reactants are: [Cl:1][C:2]1[CH:7]=[C:6]([N:8]=[C:9]=[S:10])[CH:5]=[C:4]([C:11]([F:14])([F:13])[F:12])[C:3]=1[C:15]1[CH:20]=[CH:19][C:18]([C@@H:21]([NH:23][S:24]([CH3:27])(=[O:26])=[O:25])[CH3:22])=[CH:17][CH:16]=1.[N:28]#[C:29][NH2:30].[Na].[CH3:32]I. Given the product [Cl:1][C:2]1[CH:7]=[C:6]([N:8]([NH:28][C:29]#[N:30])[CH2:9][S:10][CH3:32])[CH:5]=[C:4]([C:11]([F:13])([F:14])[F:12])[C:3]=1[C:15]1[CH:16]=[CH:17][C:18]([C@@H:21]([NH:23][S:24]([CH3:27])(=[O:25])=[O:26])[CH3:22])=[CH:19][CH:20]=1, predict the reactants needed to synthesize it. (2) The reactants are: C(N(CC)CC)C.[Br:8][C:9]1[CH:10]=[C:11]([CH:15]=[CH:16][N:17]=1)[C:12](O)=[O:13].ClC(OCC(C)C)=O.[H-].[H-].[H-].[H-].[Li+].[Al+3]. Given the product [Br:8][C:9]1[CH:10]=[C:11]([CH2:12][OH:13])[CH:15]=[CH:16][N:17]=1, predict the reactants needed to synthesize it. (3) Given the product [Cl:1][C:2]1[CH:7]=[C:6]([Cl:8])[CH:5]=[CH:4][C:3]=1[CH:9]1[CH2:14][CH:13]([C:15]2[O:22][NH:29][C:17](=[O:18])[CH:16]=2)[CH2:12][CH2:11][N:10]1[C:23]([O:25][CH3:26])=[O:24], predict the reactants needed to synthesize it. The reactants are: [Cl:1][C:2]1[CH:7]=[C:6]([Cl:8])[CH:5]=[CH:4][C:3]=1[CH:9]1[CH2:14][CH:13]([C:15](=[O:22])[CH2:16][C:17](OCC)=[O:18])[CH2:12][CH2:11][N:10]1[C:23]([O:25][CH3:26])=[O:24].[OH-].[Na+].[NH2:29]O.Cl. (4) Given the product [Cl:24][C:20]1[CH:19]=[C:18]([CH:23]=[CH:22][CH:21]=1)[CH2:17][C:16]1[C:10]2[C:11](=[N:12][CH:13]=[C:8]([C:5]3[CH:6]=[CH:7][C:2]([NH:1][C:44]([N:38]4[CH2:43][CH2:42][O:41][CH2:40][CH2:39]4)=[O:45])=[C:3]([C:33](=[O:37])[N:34]([CH3:36])[CH3:35])[CH:4]=3)[CH:9]=2)[N:14]([CH2:25][O:26][C:27](=[O:32])[C:28]([CH3:29])([CH3:30])[CH3:31])[N:15]=1, predict the reactants needed to synthesize it. The reactants are: [NH2:1][C:2]1[CH:7]=[CH:6][C:5]([C:8]2[CH:9]=[C:10]3[C:16]([CH2:17][C:18]4[CH:23]=[CH:22][CH:21]=[C:20]([Cl:24])[CH:19]=4)=[N:15][N:14]([CH2:25][O:26][C:27](=[O:32])[C:28]([CH3:31])([CH3:30])[CH3:29])[C:11]3=[N:12][CH:13]=2)=[CH:4][C:3]=1[C:33](=[O:37])[N:34]([CH3:36])[CH3:35].[N:38]1([C:44](Cl)=[O:45])[CH2:43][CH2:42][O:41][CH2:40][CH2:39]1.C(N(C(C)C)CC)(C)C.